This data is from Forward reaction prediction with 1.9M reactions from USPTO patents (1976-2016). The task is: Predict the product of the given reaction. (1) Given the reactants [CH2:1]([O:8][C:9]1[C:10]([N+:29]([O-:31])=[O:30])=[C:11]([F:28])[CH:12]=[C:13]([CH:15](C(OCC)=O)[C:16]([O:18][C:19](C)(C)[CH3:20])=[O:17])[CH:14]=1)[C:2]1[CH:7]=[CH:6][CH:5]=[CH:4][CH:3]=1.FC(F)(F)C(O)=O, predict the reaction product. The product is: [CH2:1]([O:8][C:9]1[C:10]([N+:29]([O-:31])=[O:30])=[C:11]([F:28])[CH:12]=[C:13]([CH2:15][C:16]([O:18][CH2:19][CH3:20])=[O:17])[CH:14]=1)[C:2]1[CH:7]=[CH:6][CH:5]=[CH:4][CH:3]=1. (2) Given the reactants [S:1]1[CH:5]=[CH:4][C:3]2[CH:6]=[C:7]([CH2:10][S:11]([CH2:14][CH:15](O)[CH:16]([CH3:18])[CH3:17])(=[O:13])=[O:12])[CH:8]=[CH:9][C:2]1=2.C1(P(C2C=CC=CC=2)C2C=CC=CC=2)C=CC=CC=1.N(C(OCC)=O)=[N:40][C:41]([O:43]CC)=O.C1C[O:54]CC1, predict the reaction product. The product is: [S:1]1[CH:5]=[CH:4][C:3]2[CH:6]=[C:7]([CH2:10][S:11]([CH2:14][C@@H:15]([N:40]([OH:54])[CH:41]=[O:43])[CH:16]([CH3:18])[CH3:17])(=[O:13])=[O:12])[CH:8]=[CH:9][C:2]1=2.